From a dataset of Reaction yield outcomes from USPTO patents with 853,638 reactions. Predict the reaction yield, written as a fraction of the theoretical maximum amount of product (1.0 means a 100% yield; for example, 0.34 means a 34% yield). The reactants are [N:1]1[CH:6]=[CH:5][CH:4]=[CH:3][C:2]=1[O:7][CH2:8][C:9]1[CH:14]=[CH:13][C:12]([CH2:15][C:16](Cl)=[N:17][OH:18])=[CH:11][CH:10]=1.[C:20]([C:22]1[C:23]([NH2:28])=[N:24][CH:25]=[CH:26][CH:27]=1)#[CH:21].C(N(CC)CC)C.O. The catalyst is O1CCCC1. The product is [N:1]1[CH:6]=[CH:5][CH:4]=[CH:3][C:2]=1[O:7][CH2:8][C:9]1[CH:14]=[CH:13][C:12]([CH2:15][C:16]2[CH:21]=[C:20]([C:22]3[C:23]([NH2:28])=[N:24][CH:25]=[CH:26][CH:27]=3)[O:18][N:17]=2)=[CH:11][CH:10]=1. The yield is 0.260.